Predict the product of the given reaction. From a dataset of Forward reaction prediction with 1.9M reactions from USPTO patents (1976-2016). (1) Given the reactants [CH:1]1([N:6]2[CH2:11][CH2:10][CH:9]([C:12]3[CH:17]=[CH:16][C:15]([N+:18]([O-])=O)=[CH:14][CH:13]=3)[CH2:8][CH2:7]2)[CH2:5][CH2:4][CH2:3][CH2:2]1.[H][H].[ClH:23], predict the reaction product. The product is: [ClH:23].[CH:1]1([N:6]2[CH2:11][CH2:10][CH:9]([C:12]3[CH:13]=[CH:14][C:15]([NH2:18])=[CH:16][CH:17]=3)[CH2:8][CH2:7]2)[CH2:2][CH2:3][CH2:4][CH2:5]1. (2) Given the reactants O[C:2]1[N:7]=[CH:6][C:5]2=[CH:8][CH:9]=[C:10]([C:11]3[C:12]([N:17]([CH3:22])[S:18]([CH3:21])(=[O:20])=[O:19])=[N:13][CH:14]=[CH:15][CH:16]=3)[N:4]2[N:3]=1.CN(C)C=O.C(N(CC)C(C)C)(C)C.C1C=CC(N(S(C(F)(F)F)(=O)=O)S(C(F)(F)F)(=O)=O)=CC=1.[NH2:58][C:59]1[CH:64]=[CH:63][C:62]([CH:65]2[CH2:70][CH2:69][N:68]([CH2:71][C:72]([NH2:74])=[O:73])[CH2:67][CH2:66]2)=[CH:61][CH:60]=1, predict the reaction product. The product is: [CH3:21][S:18]([N:17]([CH3:22])[C:12]1[C:11]([C:10]2[N:4]3[C:5]([CH:6]=[N:7][C:2]([NH:58][C:59]4[CH:64]=[CH:63][C:62]([CH:65]5[CH2:66][CH2:67][N:68]([CH2:71][C:72]([NH2:74])=[O:73])[CH2:69][CH2:70]5)=[CH:61][CH:60]=4)=[N:3]3)=[CH:8][CH:9]=2)=[CH:16][CH:15]=[CH:14][N:13]=1)(=[O:20])=[O:19]. (3) Given the reactants C[O:2][C:3](=[O:25])[C:4]1[CH:9]=[CH:8][C:7]([O:10][CH2:11][C:12]2[C:13]([C:18]3[CH:23]=[CH:22][CH:21]=[C:20]([Cl:24])[CH:19]=3)=[N:14][O:15][C:16]=2[CH3:17])=[N:6][CH:5]=1.COC(=O)C1C=CC(OCC2C(C3C=CC=C(F)C=3)=NOC=2C)=NC=1, predict the reaction product. The product is: [Cl:24][C:20]1[CH:19]=[C:18]([C:13]2[C:12]([CH2:11][O:10][C:7]3[CH:8]=[CH:9][C:4]([C:3]([OH:25])=[O:2])=[CH:5][N:6]=3)=[C:16]([CH3:17])[O:15][N:14]=2)[CH:23]=[CH:22][CH:21]=1. (4) Given the reactants [NH2:1][CH2:2][CH2:3][NH:4][CH2:5][CH2:6][OH:7].[N:8]#[C:9][Br:10], predict the reaction product. The product is: [BrH:10].[OH:7][CH2:6][CH2:5][N:4]1[CH2:3][CH2:2][N:1]=[C:9]1[NH2:8]. (5) Given the reactants [CH:1]1([C:4](Cl)=[O:5])[CH2:3][CH2:2]1.[Br:7][C:8]1[CH:13]=[CH:12][N:11]=[C:10]([NH2:14])[CH:9]=1.O, predict the reaction product. The product is: [Br:7][C:8]1[CH:13]=[CH:12][N:11]=[C:10]([NH:14][C:4]([CH:1]2[CH2:3][CH2:2]2)=[O:5])[CH:9]=1. (6) Given the reactants [Br:1][C:2]1[CH:3]=[C:4]([CH:7]=[CH:8][CH:9]=1)[CH2:5]Br.[O:10]1[CH:14]=[CH:13][CH:12]=[CH:11]1.[Li]CCCC, predict the reaction product. The product is: [Br:1][C:2]1[CH:3]=[C:4]([CH:7]=[CH:8][CH:9]=1)[CH2:5][C:11]1[O:10][CH:14]=[CH:13][CH:12]=1.